The task is: Predict the reactants needed to synthesize the given product.. This data is from Full USPTO retrosynthesis dataset with 1.9M reactions from patents (1976-2016). (1) Given the product [CH3:3][N:2]([CH2:4][C:5]1[CH:10]=[CH:9][C:8]([N:11]2[C:20]3[C:15](=[CH:16][C:17]([F:27])=[C:18]([N:43]4[CH2:44][CH2:45][N:40]([C:35]5[CH:36]=[CH:37][CH:38]=[CH:39][N:34]=5)[CH2:41][CH2:42]4)[C:19]=3[O:21][C:22]([F:25])([F:24])[F:23])[C:14](=[O:28])[C:13]([C:29]([OH:31])=[O:30])=[CH:12]2)=[CH:7][CH:6]=1)[CH3:1], predict the reactants needed to synthesize it. The reactants are: [CH3:1][N:2]([CH2:4][C:5]1[CH:10]=[CH:9][C:8]([N:11]2[C:20]3[C:15](=[CH:16][C:17]([F:27])=[C:18](F)[C:19]=3[O:21][C:22]([F:25])([F:24])[F:23])[C:14](=[O:28])[C:13]([C:29]([O:31]CC)=[O:30])=[CH:12]2)=[CH:7][CH:6]=1)[CH3:3].[N:34]1[CH:39]=[CH:38][CH:37]=[CH:36][C:35]=1[N:40]1[CH2:45][CH2:44][NH:43][CH2:42][CH2:41]1. (2) Given the product [ClH:1].[CH3:24][NH:25][CH2:2][CH2:3][CH2:4][CH:5]1[S:10][C:9]2[CH:11]=[CH:12][CH:13]=[CH:14][C:8]=2[N:7]([C:15]2[CH:20]=[CH:19][C:18]([Cl:21])=[CH:17][CH:16]=2)[S:6]1(=[O:23])=[O:22], predict the reactants needed to synthesize it. The reactants are: [Cl:1][CH2:2][CH2:3][CH2:4][CH:5]1[S:10][C:9]2[CH:11]=[CH:12][CH:13]=[CH:14][C:8]=2[N:7]([C:15]2[CH:20]=[CH:19][C:18]([Cl:21])=[CH:17][CH:16]=2)[S:6]1(=[O:23])=[O:22].[CH3:24][NH2:25].Cl. (3) Given the product [CH2:21]([O:28][C:29](=[O:32])[CH2:30][N:11]1[CH2:12][CH2:13][CH:8]([CH2:1][C:2]2[CH:7]=[CH:6][CH:5]=[CH:4][CH:3]=2)[CH2:9][CH2:10]1)[C:22]1[CH:27]=[CH:26][CH:25]=[CH:24][CH:23]=1, predict the reactants needed to synthesize it. The reactants are: [CH2:1]([CH:8]1[CH2:13][CH2:12][NH:11][CH2:10][CH2:9]1)[C:2]1[CH:7]=[CH:6][CH:5]=[CH:4][CH:3]=1.C(N(CC)CC)C.[CH2:21]([O:28][C:29](=[O:32])[CH2:30]Br)[C:22]1[CH:27]=[CH:26][CH:25]=[CH:24][CH:23]=1. (4) Given the product [C:31]([O:30][C:28](=[O:29])[NH:24][CH2:25][CH2:26][CH2:27][C:23](=[O:22])[CH2:8][P:15]([O:38][CH3:39])([O:16][CH3:17])=[O:21])([CH3:34])([CH3:33])[CH3:32], predict the reactants needed to synthesize it. The reactants are: N(C(C)C)C(C)C.[CH2:8]([Li])CCCCC.[PH:15](=[O:21])([O-])[O:16][CH:17](C)C.[O:22]=[C:23]1[CH2:27][CH2:26][CH2:25][N:24]1[C:28]([O:30][C:31]([CH3:34])([CH3:33])[CH3:32])=[O:29].C1[CH2:39][O:38]CC1.